Dataset: Forward reaction prediction with 1.9M reactions from USPTO patents (1976-2016). Task: Predict the product of the given reaction. (1) Given the reactants [CH2:1]([N:8]1[C:17]2[C:12](=[CH:13][C:14]([Cl:18])=[CH:15][CH:16]=2)[C:11](Cl)=[C:10]([C:20]#[N:21])[C:9]1=[O:22])[C:2]1[CH:7]=[CH:6][CH:5]=[CH:4][CH:3]=1.[NH:23]1[CH2:28][CH2:27][NH:26][CH2:25][CH2:24]1, predict the reaction product. The product is: [CH2:1]([N:8]1[C:17]2[C:12](=[CH:13][C:14]([Cl:18])=[CH:15][CH:16]=2)[C:11]([N:23]2[CH2:28][CH2:27][NH:26][CH2:25][CH2:24]2)=[C:10]([C:20]#[N:21])[C:9]1=[O:22])[C:2]1[CH:7]=[CH:6][CH:5]=[CH:4][CH:3]=1. (2) Given the reactants CS(O[CH2:6][C@H:7]1[CH2:12][N:11]([S:13]([C:16]2[S:17][CH:18]=[CH:19][CH:20]=2)(=[O:15])=[O:14])[CH2:10][CH2:9][N:8]1[C:21]1[CH:26]=[CH:25][C:24]([C:27]([OH:33])([CH3:32])[C:28]([F:31])([F:30])[F:29])=[CH:23][CH:22]=1)(=O)=O.[CH3:34][CH:35]1[CH2:40][NH:39][C:38](=[O:41])[CH2:37][NH:36]1.C(=O)([O-])[O-].[K+].[K+], predict the reaction product. The product is: [CH3:34][CH:35]1[CH2:40][NH:39][C:38](=[O:41])[CH2:37][N:36]1[CH2:6][C@H:7]1[CH2:12][N:11]([S:13]([C:16]2[S:17][CH:18]=[CH:19][CH:20]=2)(=[O:14])=[O:15])[CH2:10][CH2:9][N:8]1[C:21]1[CH:26]=[CH:25][C:24]([C:27]([OH:33])([CH3:32])[C:28]([F:29])([F:31])[F:30])=[CH:23][CH:22]=1. (3) Given the reactants [CH:1]1([CH2:7][CH2:8][CH2:9][N:10]2[CH:14]=[CH:13][N:12]([C:15]3[CH:20]=[CH:19][C:18]([N+:21]([O-])=O)=[CH:17][CH:16]=3)[C:11]2=[O:24])[CH2:6][CH2:5][CH2:4][CH2:3][CH2:2]1.O.O.[Sn](Cl)(Cl)(Cl)Cl.[OH-].[Na+], predict the reaction product. The product is: [NH2:21][C:18]1[CH:17]=[CH:16][C:15]([N:12]2[CH:13]=[CH:14][N:10]([CH2:9][CH2:8][CH2:7][CH:1]3[CH2:6][CH2:5][CH2:4][CH2:3][CH2:2]3)[C:11]2=[O:24])=[CH:20][CH:19]=1. (4) Given the reactants Br[C:2]1[CH:3]=[C:4]([NH:8][C:9]2[C:13]3[CH2:14][N:15]([C:18](=[O:20])[CH3:19])[CH2:16][CH2:17][C:12]=3[N:11]([CH2:21][CH:22]3[CH2:24][CH2:23]3)[N:10]=2)[CH:5]=[CH:6][CH:7]=1.[C:25]1(B(O)O)[CH2:30][CH2:29][CH2:28][CH2:27][CH:26]=1.CC([O-])=O.[K+], predict the reaction product. The product is: [CH:22]1([CH2:21][N:11]2[C:12]3[CH2:17][CH2:16][N:15]([C:18](=[O:20])[CH3:19])[CH2:14][C:13]=3[C:9]([NH:8][C:4]3[CH:3]=[C:2]([C:25]4[CH2:30][CH2:29][CH2:28][CH2:27][CH:26]=4)[CH:7]=[CH:6][CH:5]=3)=[N:10]2)[CH2:24][CH2:23]1. (5) The product is: [F:18][C:17]([F:20])([F:19])[C:2]1([OH:1])[CH2:7][CH2:6][CH2:5][N:4]([C:8]([O:10][C:11]([CH3:14])([CH3:13])[CH3:12])=[O:9])[CH2:3]1. Given the reactants [O:1]=[C:2]1[CH2:7][CH2:6][CH2:5][N:4]([C:8]([O:10][C:11]([CH3:14])([CH3:13])[CH3:12])=[O:9])[CH2:3]1.C[Si](C)(C)[C:17]([F:20])([F:19])[F:18].[F-].C([N+](CCCC)(CCCC)CCCC)CCC.[Cl-].[NH4+], predict the reaction product.